From a dataset of Forward reaction prediction with 1.9M reactions from USPTO patents (1976-2016). Predict the product of the given reaction. (1) Given the reactants Cl[C:2]1[CH:7]=[C:6]([C:8]2[N:12]3[CH:13]=[C:14]([NH:17][CH:18]4[CH2:23][CH2:22][CH2:21][CH:20]([OH:24])[CH2:19]4)[CH:15]=[CH:16][C:11]3=[N:10][CH:9]=2)[CH:5]=[CH:4][N:3]=1.[C:25]1(B(O)O)[CH2:29][CH2:28][CH2:27][CH:26]=1, predict the reaction product. The product is: [C:25]1([C:2]2[CH:7]=[C:6]([C:8]3[N:12]4[CH:13]=[C:14]([NH:17][CH:18]5[CH2:23][CH2:22][CH2:21][CH:20]([OH:24])[CH2:19]5)[CH:15]=[CH:16][C:11]4=[N:10][CH:9]=3)[CH:5]=[CH:4][N:3]=2)[CH2:29][CH2:28][CH2:27][CH:26]=1. (2) Given the reactants [CH3:1][C:2]1[N:7]=[C:6]([C:8]([O:10]C)=[O:9])[C:5]([N:12]2[CH:16]=[CH:15][C:14]([CH3:17])=[N:13]2)=[CH:4][CH:3]=1.[OH-].[Li+], predict the reaction product. The product is: [CH3:1][C:2]1[N:7]=[C:6]([C:8]([OH:10])=[O:9])[C:5]([N:12]2[CH:16]=[CH:15][C:14]([CH3:17])=[N:13]2)=[CH:4][CH:3]=1. (3) Given the reactants C[O:2][C:3](=[O:35])[C:4]1[C:9]([O:10][CH:11]([F:13])[F:12])=[CH:8][CH:7]=[C:6]([N:14]2[C:18]([CH3:19])=[CH:17][CH:16]=[C:15]2[C:20]2[CH:25]=[C:24]([Cl:26])[CH:23]=[CH:22][C:21]=2[O:27][CH2:28][C:29]2[CH:34]=[CH:33][CH:32]=[CH:31][CH:30]=2)[CH:5]=1, predict the reaction product. The product is: [Cl:26][C:24]1[CH:23]=[CH:22][C:21]([O:27][CH2:28][C:29]2[CH:34]=[CH:33][CH:32]=[CH:31][CH:30]=2)=[C:20]([C:15]2[N:14]([C:6]3[CH:5]=[C:4]([C:9]([O:10][CH:11]([F:12])[F:13])=[CH:8][CH:7]=3)[C:3]([OH:35])=[O:2])[C:18]([CH3:19])=[CH:17][CH:16]=2)[CH:25]=1. (4) Given the reactants [CH3:1][N:2]([N:4]=[N:5][C:6]1[CH:10]=[C:9]([C:11]2[CH:16]=[CH:15][CH:14]=[CH:13][CH:12]=2)[S:8][C:7]=1[C:17]([O:19]C)=[O:18])[CH3:3].[OH-].[Na+].Cl, predict the reaction product. The product is: [CH3:3][N:2]([N:4]=[N:5][C:6]1[CH:10]=[C:9]([C:11]2[CH:16]=[CH:15][CH:14]=[CH:13][CH:12]=2)[S:8][C:7]=1[C:17]([OH:19])=[O:18])[CH3:1].